This data is from CYP2C19 inhibition data for predicting drug metabolism from PubChem BioAssay. The task is: Regression/Classification. Given a drug SMILES string, predict its absorption, distribution, metabolism, or excretion properties. Task type varies by dataset: regression for continuous measurements (e.g., permeability, clearance, half-life) or binary classification for categorical outcomes (e.g., BBB penetration, CYP inhibition). Dataset: cyp2c19_veith. (1) The drug is CC(C)(Sc1cc(C(C)(C)C)c(O)c(C(C)(C)C)c1)Sc1cc(C(C)(C)C)c(O)c(C(C)(C)C)c1. The result is 0 (non-inhibitor). (2) The compound is COc1cccc(Cn2c(=O)c(C)nc3cnc(Oc4ccccc4)nc32)c1. The result is 1 (inhibitor).